Dataset: Peptide-MHC class I binding affinity with 185,985 pairs from IEDB/IMGT. Task: Regression. Given a peptide amino acid sequence and an MHC pseudo amino acid sequence, predict their binding affinity value. This is MHC class I binding data. (1) The peptide sequence is TPRGTVMDII. The binding affinity (normalized) is 0.831. The MHC is HLA-B07:02 with pseudo-sequence HLA-B07:02. (2) The peptide sequence is GTEKLTITY. The MHC is SLA-10701 with pseudo-sequence SLA-10701. The binding affinity (normalized) is 0.0847. (3) The peptide sequence is FGMFTTNIWM. The MHC is HLA-B35:01 with pseudo-sequence HLA-B35:01. The binding affinity (normalized) is 0.162. (4) The peptide sequence is VTNRHEEKF. The MHC is HLA-B44:02 with pseudo-sequence HLA-B44:02. The binding affinity (normalized) is 0.213. (5) The peptide sequence is VLSDFRTWL. The MHC is HLA-A02:06 with pseudo-sequence HLA-A02:06. The binding affinity (normalized) is 0.471.